Dataset: Aqueous solubility values for 9,982 compounds from the AqSolDB database. Task: Regression/Classification. Given a drug SMILES string, predict its absorption, distribution, metabolism, or excretion properties. Task type varies by dataset: regression for continuous measurements (e.g., permeability, clearance, half-life) or binary classification for categorical outcomes (e.g., BBB penetration, CYP inhibition). For this dataset (solubility_aqsoldb), we predict Y. (1) The drug is CCCCCCCCCCCC=O. The Y is -5.06 log mol/L. (2) The drug is c1ccc2c(c1)-c1ccc3ccc4cccc5cc-2c1c3c45. The Y is -9.16 log mol/L. (3) The drug is C(=C/c1ccccc1)\c1ccccc1. The Y is -5.79 log mol/L. (4) The Y is -2.98 log mol/L. The molecule is CC(C)[C@@H]1CC[C@@H](C)C[C@H]1OC(=O)[C@H](C)O. (5) The molecule is ClC/C=C/CCl. The Y is -2.17 log mol/L. (6) The compound is CCC1C(N)CN1c1c(F)cc2c(=O)c(C(=O)O)cn(C3CC3)c2c1F. The Y is -3.81 log mol/L.